This data is from NCI-60 drug combinations with 297,098 pairs across 59 cell lines. The task is: Regression. Given two drug SMILES strings and cell line genomic features, predict the synergy score measuring deviation from expected non-interaction effect. (1) Drug 1: CN(CCCl)CCCl.Cl. Drug 2: CS(=O)(=O)OCCCCOS(=O)(=O)C. Cell line: OVCAR-4. Synergy scores: CSS=-1.70, Synergy_ZIP=-0.350, Synergy_Bliss=-2.06, Synergy_Loewe=-3.13, Synergy_HSA=-2.88. (2) Drug 1: CC1=C(C=C(C=C1)NC2=NC=CC(=N2)N(C)C3=CC4=NN(C(=C4C=C3)C)C)S(=O)(=O)N.Cl. Drug 2: C1=CC=C(C(=C1)C(C2=CC=C(C=C2)Cl)C(Cl)Cl)Cl. Cell line: UACC-257. Synergy scores: CSS=5.47, Synergy_ZIP=-0.524, Synergy_Bliss=3.39, Synergy_Loewe=3.27, Synergy_HSA=2.93. (3) Drug 1: CS(=O)(=O)OCCCCOS(=O)(=O)C. Drug 2: C(CCl)NC(=O)N(CCCl)N=O. Cell line: SF-268. Synergy scores: CSS=17.3, Synergy_ZIP=-6.17, Synergy_Bliss=-6.67, Synergy_Loewe=-28.7, Synergy_HSA=-3.98. (4) Drug 1: C1=C(C(=O)NC(=O)N1)F. Drug 2: C1C(C(OC1N2C=C(C(=O)NC2=O)F)CO)O. Cell line: EKVX. Synergy scores: CSS=28.5, Synergy_ZIP=-1.33, Synergy_Bliss=-1.06, Synergy_Loewe=1.45, Synergy_HSA=1.41. (5) Drug 1: CCC(=C(C1=CC=CC=C1)C2=CC=C(C=C2)OCCN(C)C)C3=CC=CC=C3.C(C(=O)O)C(CC(=O)O)(C(=O)O)O. Drug 2: C1=NNC2=C1C(=O)NC=N2. Cell line: HS 578T. Synergy scores: CSS=3.91, Synergy_ZIP=-0.741, Synergy_Bliss=0.0278, Synergy_Loewe=-2.99, Synergy_HSA=-1.72. (6) Drug 1: C1=CC(=CC=C1C#N)C(C2=CC=C(C=C2)C#N)N3C=NC=N3. Drug 2: CC1CCC2CC(C(=CC=CC=CC(CC(C(=O)C(C(C(=CC(C(=O)CC(OC(=O)C3CCCCN3C(=O)C(=O)C1(O2)O)C(C)CC4CCC(C(C4)OC)OCCO)C)C)O)OC)C)C)C)OC. Cell line: IGROV1. Synergy scores: CSS=-7.84, Synergy_ZIP=4.54, Synergy_Bliss=2.28, Synergy_Loewe=-47.9, Synergy_HSA=-13.6. (7) Drug 1: CC(CN1CC(=O)NC(=O)C1)N2CC(=O)NC(=O)C2. Drug 2: CC(C1=C(C=CC(=C1Cl)F)Cl)OC2=C(N=CC(=C2)C3=CN(N=C3)C4CCNCC4)N. Cell line: MDA-MB-231. Synergy scores: CSS=12.1, Synergy_ZIP=-7.08, Synergy_Bliss=-5.76, Synergy_Loewe=-8.34, Synergy_HSA=-4.58. (8) Drug 1: CC(C)(C#N)C1=CC(=CC(=C1)CN2C=NC=N2)C(C)(C)C#N. Drug 2: CCC1=C2CN3C(=CC4=C(C3=O)COC(=O)C4(CC)O)C2=NC5=C1C=C(C=C5)O. Cell line: T-47D. Synergy scores: CSS=9.03, Synergy_ZIP=14.4, Synergy_Bliss=10.7, Synergy_Loewe=-41.5, Synergy_HSA=-10.9. (9) Drug 1: CC1=CC=C(C=C1)C2=CC(=NN2C3=CC=C(C=C3)S(=O)(=O)N)C(F)(F)F. Drug 2: C1=NC(=NC(=O)N1C2C(C(C(O2)CO)O)O)N. Cell line: K-562. Synergy scores: CSS=44.8, Synergy_ZIP=3.45, Synergy_Bliss=6.60, Synergy_Loewe=-7.74, Synergy_HSA=9.06. (10) Drug 1: C(CN)CNCCSP(=O)(O)O. Drug 2: CCC1(C2=C(COC1=O)C(=O)N3CC4=CC5=C(C=CC(=C5CN(C)C)O)N=C4C3=C2)O.Cl. Cell line: SNB-19. Synergy scores: CSS=25.8, Synergy_ZIP=-5.59, Synergy_Bliss=-7.39, Synergy_Loewe=-30.5, Synergy_HSA=-7.58.